This data is from Reaction yield outcomes from USPTO patents with 853,638 reactions. The task is: Predict the reaction yield, written as a fraction of the theoretical maximum amount of product (1.0 means a 100% yield; for example, 0.34 means a 34% yield). (1) The reactants are Br[CH2:2][CH2:3][O:4][C:5]1[CH:6]=[CH:7][C:8]([C:19]2[NH:28][C:27](=[O:29])[C:26]3[C:21](=[CH:22][C:23]([O:32][CH3:33])=[CH:24][C:25]=3[O:30][CH3:31])[N:20]=2)=[N:9][C:10]=1[C:11]1[CH:16]=[CH:15][CH:14]=[C:13]([S:17][CH3:18])[CH:12]=1.[CH:34]([NH2:37])([CH3:36])[CH3:35]. The yield is 0.800. The catalyst is C(Cl)(Cl)Cl.CS(C)=O. The product is [CH:34]([NH:37][CH2:2][CH2:3][O:4][C:5]1[CH:6]=[CH:7][C:8]([C:19]2[NH:28][C:27](=[O:29])[C:26]3[C:21](=[CH:22][C:23]([O:32][CH3:33])=[CH:24][C:25]=3[O:30][CH3:31])[N:20]=2)=[N:9][C:10]=1[C:11]1[CH:16]=[CH:15][CH:14]=[C:13]([S:17][CH3:18])[CH:12]=1)([CH3:36])[CH3:35]. (2) The reactants are [Br:1][C:2]1[CH:11]=[C:10]2[C:5]([CH2:6][CH2:7][CH2:8][NH:9]2)=[CH:4][CH:3]=1.[C:12](OC(=O)C)(=[O:14])[CH3:13].N1C=CC=CC=1. The catalyst is C(Cl)Cl. The product is [Br:1][C:2]1[CH:11]=[C:10]2[C:5]([CH2:6][CH2:7][CH2:8][N:9]2[C:12](=[O:14])[CH3:13])=[CH:4][CH:3]=1. The yield is 0.910.